From a dataset of Catalyst prediction with 721,799 reactions and 888 catalyst types from USPTO. Predict which catalyst facilitates the given reaction. (1) Reactant: [CH2:1]([N:3]([CH2:30][CH3:31])[CH2:4][CH2:5][NH:6][C:7]([C:9]1[C:17]2[CH2:16][CH2:15][CH2:14]/[C:13](=[C:18]3/[C:19](=[O:28])[NH:20][C:21]4[C:26]/3=[CH:25][C:24]([F:27])=[CH:23][CH:22]=4)/[C:12]=2[NH:11][C:10]=1[CH3:29])=[O:8])[CH3:2].C(#N)C.[P:35](=[O:39])([OH:38])([OH:37])[OH:36]. Product: [P:35]([OH:39])([OH:38])([OH:37])=[O:36].[CH2:30]([N:3]([CH2:1][CH3:2])[CH2:4][CH2:5][NH:6][C:7]([C:9]1[C:17]2[CH2:16][CH2:15][CH2:14]/[C:13](=[C:18]3/[C:19](=[O:28])[NH:20][C:21]4[C:26]/3=[CH:25][C:24]([F:27])=[CH:23][CH:22]=4)/[C:12]=2[NH:11][C:10]=1[CH3:29])=[O:8])[CH3:31]. The catalyst class is: 4. (2) Reactant: [OH:1][CH2:2][C:3]#[C:4][C:5]1[CH:6]=[C:7]2[C:12](=[CH:13][C:14]=1[O:15][CH:16]1[CH2:21][CH2:20][N:19]([C:22]([O:24][C:25]([CH3:28])([CH3:27])[CH3:26])=[O:23])[CH2:18][CH2:17]1)[N:11]=[C:10]([NH:29][C:30]1[CH:35]=[CH:34][CH:33]=[C:32]([C:36]3[O:40][CH:39]=[N:38][CH:37]=3)[CH:31]=1)[N:9]=[CH:8]2. Product: [O:40]1[C:36]([C:32]2[CH:31]=[C:30]([NH:29][C:10]3[N:9]=[CH:8][C:7]4[C:12](=[CH:13][C:14]([O:15][CH:16]5[CH2:17][CH2:18][N:19]([C:22]([O:24][C:25]([CH3:28])([CH3:27])[CH3:26])=[O:23])[CH2:20][CH2:21]5)=[C:5]([C:4]#[C:3][CH:2]=[O:1])[CH:6]=4)[N:11]=3)[CH:35]=[CH:34][CH:33]=2)=[CH:37][N:38]=[CH:39]1. The catalyst class is: 177. (3) Reactant: [CH2:1]([O:3][C:4](=[O:15])[CH:5]([C:7]1[CH:12]=[CH:11][C:10]([NH2:13])=[C:9]([OH:14])[CH:8]=1)[CH3:6])[CH3:2].C1C=CC(O[C:23](Cl)=[S:24])=CC=1.C1CCN2C(=NCCC2)CC1.O. Product: [CH2:1]([O:3][C:4](=[O:15])[CH:5]([C:7]1[CH:12]=[CH:11][C:10]2[NH:13][C:23](=[S:24])[O:14][C:9]=2[CH:8]=1)[CH3:6])[CH3:2]. The catalyst class is: 3. (4) Reactant: [NH2:1][C:2]1[C:3]([F:8])=[N:4][CH:5]=[CH:6][CH:7]=1.[CH2:9]([O:11][C:12]1[C:13](=O)[C:14](=[O:19])[C:15]=1[O:16]CC)[CH3:10]. Product: [F:8][C:3]1[C:2]([NH:1][C:13]2[C:14](=[O:19])[C:15](=[O:16])[C:12]=2[O:11][CH2:9][CH3:10])=[CH:7][CH:6]=[CH:5][N:4]=1. The catalyst class is: 8.